Predict the reactants needed to synthesize the given product. From a dataset of Full USPTO retrosynthesis dataset with 1.9M reactions from patents (1976-2016). (1) The reactants are: C1(C[O:8][C:9]2[CH:17]=[CH:16][CH:15]=[C:14]3[C:10]=2[CH:11]=[CH:12][N:13]3[C:18]2[CH:23]=[CH:22][C:21]([O:24]CC3C=CC=CC=3)=[CH:20][CH:19]=2)C=CC=CC=1. Given the product [OH:24][C:21]1[CH:22]=[CH:23][C:18]([N:13]2[C:14]3[CH:15]=[CH:16][CH:17]=[C:9]([OH:8])[C:10]=3[CH:11]=[CH:12]2)=[CH:19][CH:20]=1, predict the reactants needed to synthesize it. (2) The reactants are: [NH2:1][C:2]1[CH:7]=[CH:6][C:5]([N:8]2[C:14](=[O:15])[CH2:13][C:12](=[O:16])[NH:11][C:10]3[C:17]4[C:22]([CH:23]=[CH:24][C:9]2=3)=[CH:21][CH:20]=[CH:19][CH:18]=4)=[CH:4][CH:3]=1.[Cl:25][C:26]1[CH:31]=[CH:30][CH:29]=[CH:28][C:27]=1[N:32]=[C:33]=[O:34]. Given the product [Cl:25][C:26]1[CH:31]=[CH:30][CH:29]=[CH:28][C:27]=1[NH:32][C:33]([NH:1][C:2]1[CH:7]=[CH:6][C:5]([N:8]2[C:14](=[O:15])[CH2:13][C:12](=[O:16])[NH:11][C:10]3[C:17]4[C:22]([CH:23]=[CH:24][C:9]2=3)=[CH:21][CH:20]=[CH:19][CH:18]=4)=[CH:4][CH:3]=1)=[O:34], predict the reactants needed to synthesize it.